This data is from Forward reaction prediction with 1.9M reactions from USPTO patents (1976-2016). The task is: Predict the product of the given reaction. The product is: [CH3:34][O:33][C:31]([C:30]1[C:29]([C:35]([O:37][CH3:38])=[O:36])=[C:20]2[CH:19]=[C:18]([Br:21])[CH:17]=[C:16]([Cl:22])[N:15]2[N:14]=1)=[O:32]. Given the reactants C1(C)C=C(C)C=C(C)C=1S([O-])(=O)=O.[NH2:14][N+:15]1[CH:20]=[CH:19][C:18]([Br:21])=[CH:17][C:16]=1[Cl:22].C([O-])([O-])=O.[K+].[K+].[C:29]([C:35]([O:37][CH3:38])=[O:36])#[C:30][C:31]([O:33][CH3:34])=[O:32], predict the reaction product.